Dataset: Forward reaction prediction with 1.9M reactions from USPTO patents (1976-2016). Task: Predict the product of the given reaction. (1) Given the reactants [NH2:1][CH:2]1[CH:10]([CH2:11][C:12]2[CH:17]=[CH:16][CH:15]=[CH:14][CH:13]=2)[C:9]2[C:4](=[CH:5][C:6]([F:31])=[C:7]([O:18][CH2:19][CH2:20][NH:21][S:22]([C:25]3[N:26]=[CH:27][N:28]([CH3:30])[CH:29]=3)(=[O:24])=[O:23])[CH:8]=2)[CH2:3]1.Br[CH2:33][CH:34]([CH3:37])[CH2:35]Cl.C(=O)([O-])[O-].[K+].[K+].C(#N)C, predict the reaction product. The product is: [CH2:11]([CH:10]1[C:9]2[C:4](=[CH:5][C:6]([F:31])=[C:7]([O:18][CH2:19][CH2:20][NH:21][S:22]([C:25]3[N:26]=[CH:27][N:28]([CH3:30])[CH:29]=3)(=[O:24])=[O:23])[CH:8]=2)[CH2:3][CH:2]1[N:1]1[CH2:35][CH:34]([CH3:37])[CH2:33]1)[C:12]1[CH:13]=[CH:14][CH:15]=[CH:16][CH:17]=1. (2) Given the reactants [Cl:1][C:2]1[CH:3]=[C:4]([C:8]2[CH:13]=[CH:12][C:11]([CH2:14][C@H:15]([O:19][C@H:20]([C:22]([O:24][CH2:25][CH3:26])=[O:23])[CH3:21])[C:16](O)=[O:17])=[CH:10][CH:9]=2)[CH:5]=[CH:6][CH:7]=1.[NH2:27][C:28]1[NH:32][N:31]=[N:30][N:29]=1.CCN(C(C)C)C(C)C.C(N=C=NC(C)C)(C)C, predict the reaction product. The product is: [CH2:25]([O:24][C:22](=[O:23])[C@@H:20]([O:19][C@H:15]([C:16](=[O:17])[NH:27][C:28]1[NH:32][N:31]=[N:30][N:29]=1)[CH2:14][C:11]1[CH:12]=[CH:13][C:8]([C:4]2[CH:5]=[CH:6][CH:7]=[C:2]([Cl:1])[CH:3]=2)=[CH:9][CH:10]=1)[CH3:21])[CH3:26].